Task: Predict which catalyst facilitates the given reaction.. Dataset: Catalyst prediction with 721,799 reactions and 888 catalyst types from USPTO (1) Reactant: [C:1]([NH:5][C:6]1[N:16]=[CH:15][CH:14]=[CH:13][C:7]=1[C:8]([O:10]CC)=[O:9])([CH3:4])([CH3:3])[CH3:2].O1CCCC1.[OH-].[Li+]. Product: [C:1]([NH:5][C:6]1[N:16]=[CH:15][CH:14]=[CH:13][C:7]=1[C:8]([OH:10])=[O:9])([CH3:4])([CH3:2])[CH3:3]. The catalyst class is: 6. (2) Reactant: [F:1][C:2]1[CH:3]=[C:4]([C:9]2[O:10][C:11]([CH2:16][CH:17]([CH3:19])[CH3:18])=[C:12]([CH:14]=O)[N:13]=2)[CH:5]=[CH:6][C:7]=1[F:8].C1(S([CH2:29][C:30]#[N:31])(=O)=O)C=CC=CC=1.[N-:32]=[N+:33]=[N-:34].[Na+].[NH4+].[Cl-]. Product: [F:1][C:2]1[CH:3]=[C:4]([C:9]2[O:10][C:11]([CH2:16][CH:17]([CH3:19])[CH3:18])=[C:12]([C:14]3[N:34]=[N:33][NH:32][C:29]=3[C:30]#[N:31])[N:13]=2)[CH:5]=[CH:6][C:7]=1[F:8]. The catalyst class is: 3.